This data is from Forward reaction prediction with 1.9M reactions from USPTO patents (1976-2016). The task is: Predict the product of the given reaction. (1) Given the reactants F[C:2]1[CH:7]=[CH:6][CH:5]=[C:4]([S:8]([CH:11]([CH3:13])[CH3:12])(=[O:10])=[O:9])[CH:3]=1.[Cl:14][C:15]1[C:23]2[N:22]=[C:21]([CH3:24])[N:20]([C:25]3[CH:26]=[C:27]([OH:31])[CH:28]=[CH:29][CH:30]=3)[C:19]=2[CH:18]=[CH:17][CH:16]=1, predict the reaction product. The product is: [Cl:14][C:15]1[C:23]2[N:22]=[C:21]([CH3:24])[N:20]([C:25]3[CH:30]=[CH:29][CH:28]=[C:27]([O:31][C:2]4[CH:7]=[CH:6][CH:5]=[C:4]([S:8]([CH:11]([CH3:13])[CH3:12])(=[O:10])=[O:9])[CH:3]=4)[CH:26]=3)[C:19]=2[CH:18]=[CH:17][CH:16]=1. (2) The product is: [CH:13]([NH2:14])([CH3:18])[CH3:12].[O:31]1[CH2:32][CH2:33][CH:34]([NH:35][C:3]([C:5]2[S:9][N:8]=[C:7]([O:10][CH2:11][C:12]3[C:13]([CH2:18][CH2:19][CH2:20][CH3:21])=[N:14][O:15][C:16]=3[CH3:17])[CH:6]=2)=[O:4])[CH2:39]1. Given the reactants CO[C:3]([C:5]1[S:9][N:8]=[C:7]([O:10][CH2:11][C:12]2[C:13]([CH2:18][CH2:19][CH2:20][CH3:21])=[N:14][O:15][C:16]=2[CH3:17])[CH:6]=1)=[O:4].COC(C1ON=C([O:31][CH2:32][C:33]2[C:34]([C:39]3C=CC=CN=3)=[N:35]OC=2C)C=1)=O.NC1CCOC1, predict the reaction product. (3) Given the reactants [CH2:57](O)[C@H:59]1[O:62][C@@H:63]2O[C@H:60]3[C@H:54](O)[C@@H:55](O)[C@@H:63](O[C@H:60]4[C@H:54](O)[C@@H:55](O)[C@@H:63](O[C@H:60]5[C@H:54](O)[C@@H:55](O)[C@@H:63](O[C@H:60]6[C@H:54](O)[C@@H:55](O)[C@@H:63](O[C@H:60]7[C@H:54](O)[C@@H:55](O)[C@@H:63](O[C@H:54]8[C@H:60](O)[C@@H:59]([OH:62])[C@@H:57](O[C@H:60]1[C@H:54](O)[C@H:55]2O)O[C@@H:55]8[CH2:63]O)[O:62][C@@H:59]7[CH2:57]O)[O:62][C@@H:59]6[CH2:57]O)[O:62][C@@H:59]5[CH2:57]O)[O:62][C@@H:59]4[CH2:57]O)[O:62][C@@H:59]3[CH2:57]O, predict the reaction product. The product is: [CH3:57][C:59]([CH2:60][CH2:54][C:55]1[CH:54]=[CH:60][C:59]([OH:62])=[CH:57][CH:63]=1)=[O:62]. (4) Given the reactants N1C=CC=CC=1.[Cl:7][C:8]1[CH:9]=[C:10]([CH:15]=[CH:16][C:17]=1[O:18][CH:19]([CH3:21])[CH3:20])/[C:11](=[N:13]/[OH:14])/[NH2:12].Cl[C:23](=O)[C:24]([O:26][CH2:27][CH3:28])=[O:25], predict the reaction product. The product is: [Cl:7][C:8]1[CH:9]=[C:10]([C:11]2[N:12]=[C:23]([C:24]([O:26][CH2:27][CH3:28])=[O:25])[O:14][N:13]=2)[CH:15]=[CH:16][C:17]=1[O:18][CH:19]([CH3:21])[CH3:20]. (5) Given the reactants [NH2:1][CH2:2][CH2:3][CH2:4][OH:5].FC(F)(F)S(O[Si:12]([CH:19]([CH3:21])[CH3:20])([CH:16]([CH3:18])[CH3:17])[CH:13]([CH3:15])[CH3:14])(=O)=O.C(N(CC)CC)C.[C:31]([O:35][C:36](=[O:39])[CH2:37]Br)([CH3:34])([CH3:33])[CH3:32], predict the reaction product. The product is: [C:31]([O:35][C:36](=[O:39])[CH2:37][NH:1][CH2:2][CH2:3][CH2:4][O:5][Si:12]([CH:19]([CH3:21])[CH3:20])([CH:16]([CH3:18])[CH3:17])[CH:13]([CH3:15])[CH3:14])([CH3:34])([CH3:33])[CH3:32]. (6) The product is: [Cl:35][C:19]1[C:20]([NH:22][C:23]2[CH:34]=[CH:33][CH:32]=[CH:31][C:24]=2[C:25]([NH:27][CH2:28][C:29]#[CH:30])=[O:26])=[N:21][C:16]([NH:1][C:2]2[CH:3]=[CH:4][C:5]3[N:11]([CH3:12])[C:10](=[O:13])[CH2:9][CH2:8][CH2:7][C:6]=3[CH:14]=2)=[N:17][CH:18]=1. Given the reactants [NH2:1][C:2]1[CH:3]=[CH:4][C:5]2[N:11]([CH3:12])[C:10](=[O:13])[CH2:9][CH2:8][CH2:7][C:6]=2[CH:14]=1.Cl[C:16]1[N:21]=[C:20]([NH:22][C:23]2[CH:34]=[CH:33][CH:32]=[CH:31][C:24]=2[C:25]([NH:27][CH2:28][C:29]#[CH:30])=[O:26])[C:19]([Cl:35])=[CH:18][N:17]=1, predict the reaction product.